Dataset: Reaction yield outcomes from USPTO patents with 853,638 reactions. Task: Predict the reaction yield, written as a fraction of the theoretical maximum amount of product (1.0 means a 100% yield; for example, 0.34 means a 34% yield). The yield is 0.440. The product is [Cl:1][C:2]1[CH:11]=[C:10]2[C:5]([CH:6]=[C:7]([NH:12][C:17]([C@@H:15]3[CH2:16][C@@H:14]3[F:13])=[O:18])[N:8]=[CH:9]2)=[CH:4][N:3]=1. The reactants are [Cl:1][C:2]1[CH:11]=[C:10]2[C:5]([CH:6]=[C:7]([NH2:12])[N:8]=[CH:9]2)=[CH:4][N:3]=1.[F:13][C@H:14]1[CH2:16][C@H:15]1[C:17](O)=[O:18].CN(C(ON1N=NC2C=CC=NC1=2)=[N+](C)C)C.F[P-](F)(F)(F)(F)F.C(N(CC)C(C)C)(C)C. The catalyst is CN(C)C=O.C(OCC)(=O)C.